Dataset: NCI-60 drug combinations with 297,098 pairs across 59 cell lines. Task: Regression. Given two drug SMILES strings and cell line genomic features, predict the synergy score measuring deviation from expected non-interaction effect. (1) Drug 1: C1=NC2=C(N=C(N=C2N1C3C(C(C(O3)CO)O)F)Cl)N. Drug 2: N.N.Cl[Pt+2]Cl. Cell line: KM12. Synergy scores: CSS=30.7, Synergy_ZIP=-9.56, Synergy_Bliss=-4.01, Synergy_Loewe=0.566, Synergy_HSA=-0.319. (2) Drug 1: CCCS(=O)(=O)NC1=C(C(=C(C=C1)F)C(=O)C2=CNC3=C2C=C(C=N3)C4=CC=C(C=C4)Cl)F. Drug 2: C(CCl)NC(=O)N(CCCl)N=O. Cell line: ACHN. Synergy scores: CSS=5.08, Synergy_ZIP=-1.99, Synergy_Bliss=1.14, Synergy_Loewe=-1.30, Synergy_HSA=-1.19. (3) Drug 1: C1CCC(CC1)NC(=O)N(CCCl)N=O. Drug 2: C(CCl)NC(=O)N(CCCl)N=O. Cell line: A498. Synergy scores: CSS=7.66, Synergy_ZIP=-2.13, Synergy_Bliss=2.82, Synergy_Loewe=-1.67, Synergy_HSA=0.746. (4) Cell line: SNB-75. Synergy scores: CSS=38.3, Synergy_ZIP=2.72, Synergy_Bliss=9.31, Synergy_Loewe=8.29, Synergy_HSA=9.07. Drug 2: CC1OCC2C(O1)C(C(C(O2)OC3C4COC(=O)C4C(C5=CC6=C(C=C35)OCO6)C7=CC(=C(C(=C7)OC)O)OC)O)O. Drug 1: CC(C1=C(C=CC(=C1Cl)F)Cl)OC2=C(N=CC(=C2)C3=CN(N=C3)C4CCNCC4)N. (5) Drug 1: C1CC(=O)NC(=O)C1N2CC3=C(C2=O)C=CC=C3N. Drug 2: CC1=C(C(CCC1)(C)C)C=CC(=CC=CC(=CC(=O)O)C)C. Cell line: SK-MEL-2. Synergy scores: CSS=3.16, Synergy_ZIP=-0.293, Synergy_Bliss=2.24, Synergy_Loewe=1.20, Synergy_HSA=1.15. (6) Drug 1: CC12CCC3C(C1CCC2O)C(CC4=C3C=CC(=C4)O)CCCCCCCCCS(=O)CCCC(C(F)(F)F)(F)F. Drug 2: CC1CCCC2(C(O2)CC(NC(=O)CC(C(C(=O)C(C1O)C)(C)C)O)C(=CC3=CSC(=N3)C)C)C. Cell line: SNB-75. Synergy scores: CSS=39.1, Synergy_ZIP=1.75, Synergy_Bliss=1.81, Synergy_Loewe=-28.7, Synergy_HSA=2.47. (7) Drug 1: CC1=C(C=C(C=C1)C(=O)NC2=CC(=CC(=C2)C(F)(F)F)N3C=C(N=C3)C)NC4=NC=CC(=N4)C5=CN=CC=C5. Drug 2: CCC1(CC2CC(C3=C(CCN(C2)C1)C4=CC=CC=C4N3)(C5=C(C=C6C(=C5)C78CCN9C7C(C=CC9)(C(C(C8N6C)(C(=O)OC)O)OC(=O)C)CC)OC)C(=O)OC)O.OS(=O)(=O)O. Cell line: SW-620. Synergy scores: CSS=3.71, Synergy_ZIP=1.65, Synergy_Bliss=1.87, Synergy_Loewe=1.62, Synergy_HSA=0.133. (8) Drug 1: C1=NC2=C(N=C(N=C2N1C3C(C(C(O3)CO)O)F)Cl)N. Drug 2: CS(=O)(=O)OCCCCOS(=O)(=O)C. Cell line: SK-MEL-28. Synergy scores: CSS=2.36, Synergy_ZIP=-0.939, Synergy_Bliss=-1.56, Synergy_Loewe=-0.387, Synergy_HSA=-2.05. (9) Drug 2: C1CCC(C(C1)N)N.C(=O)(C(=O)[O-])[O-].[Pt+4]. Cell line: NCI-H226. Drug 1: C1CN(CCN1C(=O)CCBr)C(=O)CCBr. Synergy scores: CSS=4.24, Synergy_ZIP=-1.07, Synergy_Bliss=2.75, Synergy_Loewe=0.765, Synergy_HSA=-0.180. (10) Drug 1: C1CCC(CC1)NC(=O)N(CCCl)N=O. Drug 2: CC1=C(C(=O)C2=C(C1=O)N3CC4C(C3(C2COC(=O)N)OC)N4)N. Cell line: TK-10. Synergy scores: CSS=10.5, Synergy_ZIP=-0.0165, Synergy_Bliss=6.62, Synergy_Loewe=4.00, Synergy_HSA=7.53.